Predict the reaction yield, written as a fraction of the theoretical maximum amount of product (1.0 means a 100% yield; for example, 0.34 means a 34% yield). From a dataset of Reaction yield outcomes from USPTO patents with 853,638 reactions. (1) The reactants are [CH2:1]([O:3][C:4]1[CH:5]=[C:6]2[C:11](=[CH:12][C:13]=1[O:14][CH3:15])[N:10]=[CH:9][N:8]=[C:7]2[O:16][C:17]1[CH:18]=[C:19]([CH:21]=[CH:22][CH:23]=1)[NH2:20])[CH3:2].[F:24][C:25]([F:45])([F:44])[C:26]([C:29]1[O:33][N:32]=[C:31]([NH:34][C:35](=O)[O:36]C2C=CC=CC=2)[CH:30]=1)([CH3:28])[CH3:27]. The catalyst is C1COCC1.CN(C)C1C=CN=CC=1. The product is [CH2:1]([O:3][C:4]1[CH:5]=[C:6]2[C:11](=[CH:12][C:13]=1[O:14][CH3:15])[N:10]=[CH:9][N:8]=[C:7]2[O:16][C:17]1[CH:18]=[C:19]([NH:20][C:35]([NH:34][C:31]2[CH:30]=[C:29]([C:26]([CH3:28])([CH3:27])[C:25]([F:45])([F:44])[F:24])[O:33][N:32]=2)=[O:36])[CH:21]=[CH:22][CH:23]=1)[CH3:2]. The yield is 0.280. (2) The reactants are C1([NH:7][C:8]([C:10]2[C:11](=[O:23])[N:12]([CH3:22])[C:13]3[C:18]([C:19]=2[Cl:20])=[CH:17][C:16](O)=[CH:15][CH:14]=3)=O)CCCCC1.P(Cl)(Cl)([Cl:26])=O. No catalyst specified. The product is [Cl:20][C:19]1[C:18]2[C:13](=[CH:14][CH:15]=[C:16]([Cl:26])[CH:17]=2)[N:12]([CH3:22])[C:11](=[O:23])[C:10]=1[C:8]#[N:7]. The yield is 0.480. (3) The reactants are Cl.[CH3:2][C:3]1[C:11]2[NH:10][C:9]3[CH2:12][CH2:13][NH:14][CH2:15][C:8]=3[C:7]=2[CH:6]=[CH:5][CH:4]=1.[SiH](CC)(CC)CC. The catalyst is C(O)(C(F)(F)F)=O. The product is [CH3:2][C:3]1[C:11]2[NH:10][C@@H:9]3[CH2:12][CH2:13][NH:14][CH2:15][C@@H:8]3[C:7]=2[CH:6]=[CH:5][CH:4]=1. The yield is 0.780. (4) The reactants are C([O:8][C:9]1[CH:14]=[CH:13][C:12]([N:15]2[C:19]([CH3:20])=[C:18]([C:21]([NH:23][C:24]3[CH:29]=[CH:28][C:27]([C:30]([F:33])([F:32])[F:31])=[CH:26][N:25]=3)=[O:22])[N:17]=[C:16]2[C:34]2[CH:39]=[CH:38][C:37]([Cl:40])=[CH:36][C:35]=2[Cl:41])=[CH:11][CH:10]=1)C1C=CC=CC=1.Br.C(O)(=O)C.N. The catalyst is CO.C(O)C. The product is [Cl:41][C:35]1[CH:36]=[C:37]([Cl:40])[CH:38]=[CH:39][C:34]=1[C:16]1[N:15]([C:12]2[CH:11]=[CH:10][C:9]([OH:8])=[CH:14][CH:13]=2)[C:19]([CH3:20])=[C:18]([C:21]([NH:23][C:24]2[CH:29]=[CH:28][C:27]([C:30]([F:31])([F:32])[F:33])=[CH:26][N:25]=2)=[O:22])[N:17]=1. The yield is 0.980. (5) The reactants are [CH:1]([C:3]1[S:7][C:6]([C:8]([O:10][C@H:11]([C:22]2[CH:27]=[CH:26][C:25]([O:28][CH3:29])=[C:24]([O:30][CH3:31])[CH:23]=2)[CH2:12][C:13]2[C:18]([Cl:19])=[CH:17][N+:16]([O-:20])=[CH:15][C:14]=2[Cl:21])=[O:9])=[CH:5][CH:4]=1)=O.Cl.Cl.[NH2:34][C:35]([C:48]1[CH:53]=[CH:52][CH:51]=[CH:50][CH:49]=1)([CH2:46][OH:47])[C:36]([O:38][CH:39]1[CH2:44][CH2:43][N:42]([CH3:45])[CH2:41][CH2:40]1)=[O:37].CCN(CC)CC.CC(O)=O.C(O[BH-](OC(=O)C)OC(=O)C)(=O)C.[Na+]. The catalyst is C(Cl)Cl. The product is [OH:47][CH2:46][C:35]([NH:34][CH2:1][C:3]1[S:7][C:6]([C:8]([O:10][C@H:11]([C:22]2[CH:27]=[CH:26][C:25]([O:28][CH3:29])=[C:24]([O:30][CH3:31])[CH:23]=2)[CH2:12][C:13]2[C:18]([Cl:19])=[CH:17][N+:16]([O-:20])=[CH:15][C:14]=2[Cl:21])=[O:9])=[CH:5][CH:4]=1)([C:48]1[CH:53]=[CH:52][CH:51]=[CH:50][CH:49]=1)[C:36]([O:38][CH:39]1[CH2:40][CH2:41][N:42]([CH3:45])[CH2:43][CH2:44]1)=[O:37]. The yield is 0.0770. (6) The reactants are [Cl:1][C:2]1[CH:3]=[C:4]([NH:9][C:10]2[C:19]3[C:14](=[CH:15][C:16]([O:23][C@H:24]4[CH2:28][CH2:27][O:26][CH2:25]4)=[C:17]([N+:20]([O-])=O)[CH:18]=3)[N:13]=[CH:12][N:11]=2)[CH:5]=[CH:6][C:7]=1[F:8].Cl.[OH-].[Na+]. The catalyst is C(O)C.[Fe]. The product is [Cl:1][C:2]1[CH:3]=[C:4]([NH:9][C:10]2[C:19]3[C:14](=[CH:15][C:16]([O:23][C@H:24]4[CH2:28][CH2:27][O:26][CH2:25]4)=[C:17]([NH2:20])[CH:18]=3)[N:13]=[CH:12][N:11]=2)[CH:5]=[CH:6][C:7]=1[F:8]. The yield is 0.758. (7) The reactants are F[C:2]1C=CC(C2C(C)=C(O)C(=O)N(CC(C)C)N=2)=[CH:4][C:3]=1[CH3:21].[F:22][C:23]1[CH:24]=[C:25]([C:30]2[CH:31]=[C:32]([C:37]([O:39][CH3:40])=[O:38])[C:33](=[O:36])[NH:34][N:35]=2)[CH:26]=[CH:27][C:28]=1[F:29]. No catalyst specified. The product is [F:22][C:23]1[CH:24]=[C:25]([C:30]2[CH:31]=[C:32]([C:37]([O:39][CH3:40])=[O:38])[C:33](=[O:36])[N:34]([CH2:2][CH:3]([CH3:21])[CH3:4])[N:35]=2)[CH:26]=[CH:27][C:28]=1[F:29]. The yield is 1.00. (8) The reactants are [CH2:1]([CH:18]([CH:39]([OH:57])[CH2:40][CH2:41][CH2:42][CH2:43][CH2:44][CH2:45][CH2:46]/[CH:47]=[CH:48]\[CH2:49]/[CH:50]=[CH:51]\[CH2:52][CH2:53][CH2:54][CH2:55][CH3:56])[C:19](=[O:38])[CH2:20][CH2:21][CH2:22][CH2:23][CH2:24][CH2:25][CH2:26][CH2:27]/[CH:28]=[CH:29]\[CH2:30]/[CH:31]=[CH:32]\[CH2:33][CH2:34][CH2:35][CH2:36][CH3:37])[CH2:2][CH2:3][CH2:4][CH2:5][CH2:6][CH2:7]/[CH:8]=[CH:9]\[CH2:10]/[CH:11]=[CH:12]\[CH2:13][CH2:14][CH2:15][CH2:16][CH3:17].O(O)O.[BH4-].[Na+]. The catalyst is CO.C(O)(C)C. The product is [CH2:1]([CH:18]([CH:19]([OH:38])[CH2:20][CH2:21][CH2:22][CH2:23][CH2:24][CH2:25][CH2:26][CH2:27]/[CH:28]=[CH:29]\[CH2:30]/[CH:31]=[CH:32]\[CH2:33][CH2:34][CH2:35][CH2:36][CH3:37])[CH:39]([OH:57])[CH2:40][CH2:41][CH2:42][CH2:43][CH2:44][CH2:45][CH2:46]/[CH:47]=[CH:48]\[CH2:49]/[CH:50]=[CH:51]\[CH2:52][CH2:53][CH2:54][CH2:55][CH3:56])[CH2:2][CH2:3][CH2:4][CH2:5][CH2:6][CH2:7]/[CH:8]=[CH:9]\[CH2:10]/[CH:11]=[CH:12]\[CH2:13][CH2:14][CH2:15][CH2:16][CH3:17]. The yield is 0.900. (9) The reactants are [F:1][C:2]([F:33])([F:32])[O:3][C:4]1[CH:5]=[C:6]([CH:29]=[CH:30][CH:31]=1)[O:7][C:8]1[CH:9]=[C:10]([NH:14][CH2:15][C:16]2[CH:21]=[CH:20][CH:19]=[C:18]([O:22][C:23]([F:28])([F:27])[CH:24]([F:26])[F:25])[CH:17]=2)[CH:11]=[CH:12][CH:13]=1.[F:34][C:35]([F:41])([F:40])S([O-])(=[O:54])=[O:54].[Yb+3].[F:34][C:35]([F:41])([F:40])S([O-])(=O)=O.[F:34][C:35]([F:41])([F:40])S([O-])(=O)=[O:54].[C:59](#N)[CH3:60]. The catalyst is O.C(Cl)Cl. The product is [F:1][C:2]([F:32])([F:33])[O:3][C:4]1[CH:5]=[C:6]([CH:29]=[CH:30][CH:31]=1)[O:7][C:8]1[CH:9]=[C:10]([N:14]([CH2:15][C:16]2[CH:21]=[CH:20][CH:19]=[C:18]([O:22][C:23]([F:27])([F:28])[CH:24]([F:26])[F:25])[CH:17]=2)[CH2:60][C@@H:59]([OH:54])[C:35]([F:41])([F:40])[F:34])[CH:11]=[CH:12][CH:13]=1. The yield is 0.230. (10) The reactants are C[Al](C)C.[NH2:5][C:6]1[CH:13]=[CH:12][C:9]([C:10]#[N:11])=[CH:8][N:7]=1.[OH:14][C@@H:15]([CH2:20][O:21][C@H:22]([CH3:35])[CH2:23][O:24][Si:25]([CH:32]([CH3:34])[CH3:33])([CH:29]([CH3:31])[CH3:30])[CH:26]([CH3:28])[CH3:27])[C:16](OC)=[O:17]. The product is [C:10]([C:9]1[CH:12]=[CH:13][C:6]([NH:5][C:16](=[O:17])[C@@H:15]([OH:14])[CH2:20][O:21][C@H:22]([CH3:35])[CH2:23][O:24][Si:25]([CH:29]([CH3:31])[CH3:30])([CH:26]([CH3:27])[CH3:28])[CH:32]([CH3:33])[CH3:34])=[N:7][CH:8]=1)#[N:11]. The yield is 0.698. The catalyst is C1(C)C=CC=CC=1.